Dataset: Full USPTO retrosynthesis dataset with 1.9M reactions from patents (1976-2016). Task: Predict the reactants needed to synthesize the given product. (1) Given the product [F:1][C:2]1[CH:10]=[C:9]2[C:5]([C:6]([C:20]3[CH:28]=[C:27]4[C:23]([CH:24]=[N:25][N:26]4[CH2:30][CH2:31][C:32]([NH2:34])=[O:33])=[CH:22][CH:21]=3)=[CH:7][N:8]2[S:11]([C:14]2[CH:19]=[CH:18][CH:17]=[CH:16][CH:15]=2)(=[O:13])=[O:12])=[CH:4][CH:3]=1, predict the reactants needed to synthesize it. The reactants are: [F:1][C:2]1[CH:10]=[C:9]2[C:5]([C:6]([C:20]3[CH:28]=[C:27]4[C:23]([CH:24]=[N:25][NH:26]4)=[CH:22][CH:21]=3)=[CH:7][N:8]2[S:11]([C:14]2[CH:19]=[CH:18][CH:17]=[CH:16][CH:15]=2)(=[O:13])=[O:12])=[CH:4][CH:3]=1.Br[CH2:30][CH2:31][C:32]([NH2:34])=[O:33].C([O-])([O-])=O.[K+].[K+].O. (2) Given the product [F:22][C:10]1[C:9]([OH:8])=[CH:14][CH:13]=[C:12]([N+:15]([O-:17])=[O:16])[C:11]=1[CH2:18][C:19](=[O:21])[CH3:20], predict the reactants needed to synthesize it. The reactants are: C([O:8][C:9]1[C:10]([F:22])=[C:11]([CH2:18][C:19](=[O:21])[CH3:20])[C:12]([N+:15]([O-:17])=[O:16])=[CH:13][CH:14]=1)C1C=CC=CC=1.Br.